Dataset: Full USPTO retrosynthesis dataset with 1.9M reactions from patents (1976-2016). Task: Predict the reactants needed to synthesize the given product. (1) Given the product [C:58]([C@@H:25]([NH:24][C:23]([CH2:22][CH2:21][CH2:20][CH2:19][CH2:18][CH2:17][CH2:16][CH2:15][CH2:14][CH2:13][CH2:12][CH2:11][CH2:10][CH2:9][CH2:8][CH2:7][C:6]([OH:66])=[O:5])=[O:65])[CH2:26][CH2:27][C:28](=[O:57])[NH:29][CH2:30][CH2:31][O:32][CH2:33][CH2:34][O:35][CH2:36][C:37](=[O:56])[NH:38][CH2:39][CH2:40][O:41][CH2:42][CH2:43][O:44][CH2:45][C:46]([O:48][N:49]1[C:53](=[O:54])[CH2:52][CH2:51][C:50]1=[O:55])=[O:47])([OH:60])=[O:59], predict the reactants needed to synthesize it. The reactants are: C([O:5][C:6](=[O:66])[CH2:7][CH2:8][CH2:9][CH2:10][CH2:11][CH2:12][CH2:13][CH2:14][CH2:15][CH2:16][CH2:17][CH2:18][CH2:19][CH2:20][CH2:21][CH2:22][C:23](=[O:65])[NH:24][C@H:25]([C:58]([O:60]C(C)(C)C)=[O:59])[CH2:26][CH2:27][C:28](=[O:57])[NH:29][CH2:30][CH2:31][O:32][CH2:33][CH2:34][O:35][CH2:36][C:37](=[O:56])[NH:38][CH2:39][CH2:40][O:41][CH2:42][CH2:43][O:44][CH2:45][C:46]([O:48][N:49]1[C:53](=[O:54])[CH2:52][CH2:51][C:50]1=[O:55])=[O:47])(C)(C)C. (2) Given the product [CH3:29][CH:28]([CH3:30])[C@@H:23]([NH:22][S:15]([C:13]1[CH:12]=[CH:11][C:9]2[O:10][C:6]3[CH:5]=[C:4]([N+:1]([O-:3])=[O:2])[CH:20]=[CH:19][C:7]=3[C:8]=2[CH:14]=1)(=[O:17])=[O:16])[C:24]([O:26][CH3:27])=[O:25], predict the reactants needed to synthesize it. The reactants are: [N+:1]([C:4]1[CH:20]=[CH:19][C:7]2[C:8]3[CH:14]=[C:13]([S:15](Cl)(=[O:17])=[O:16])[CH:12]=[CH:11][C:9]=3[O:10][C:6]=2[CH:5]=1)([O-:3])=[O:2].Cl.[NH2:22][C@H:23]([CH:28]([CH3:30])[CH3:29])[C:24]([O:26][CH3:27])=[O:25].C(N(CC)C(C)C)(C)C. (3) Given the product [NH2:24][C:19]1[CH:18]=[C:17]([F:16])[CH:28]=[CH:27][C:20]=1[C:21]([C:5]1[CH:6]=[CH:7][CH:8]=[C:3]([O:2][CH3:1])[C:4]=1[O:9][CH3:10])=[O:22], predict the reactants needed to synthesize it. The reactants are: [CH3:1][O:2][C:3]1[CH:8]=[CH:7][CH:6]=[CH:5][C:4]=1[O:9][CH3:10].C([Li])CCC.[F:16][C:17]1[CH:28]=[CH:27][C:20]2[C:21](=O)[O:22]C(C)=[N:24][C:19]=2[CH:18]=1. (4) Given the product [OH:43][CH2:42][CH2:41][C:38]1[CH:39]=[CH:40][C:35]([C:9]2[CH:10]=[CH:11][C:12]([C:15]3[S:16][CH:17]=[CH:18][C:19]=3[NH:20][S:21]([CH:24]([CH3:25])[CH3:26])(=[O:22])=[O:23])=[CH:13][CH:14]=2)=[CH:36][CH:37]=1, predict the reactants needed to synthesize it. The reactants are: CC1(C)C(C)(C)OB([C:9]2[CH:14]=[CH:13][C:12]([C:15]3[S:16][CH:17]=[CH:18][C:19]=3[NH:20][S:21]([CH:24]([CH3:26])[CH3:25])(=[O:23])=[O:22])=[CH:11][CH:10]=2)O1.C(=O)([O-])[O-].[Na+].[Na+].Br[C:35]1[CH:40]=[CH:39][C:38]([CH2:41][CH2:42][OH:43])=[CH:37][CH:36]=1. (5) Given the product [CH2:1]([S:3]([N:6]1[C:18]2[CH2:17][CH2:16][CH:15]([CH:19]3[CH2:24][CH2:23][O:22][CH2:21][CH2:20]3)[CH2:14][C:13]=2[C:12]2[C:7]1=[CH:8][CH:9]=[C:10]([C:25]([N:28]1[CH2:32][CH2:31][C@@H:30]([OH:33])[CH2:29]1)=[O:27])[CH:11]=2)(=[O:4])=[O:5])[CH3:2], predict the reactants needed to synthesize it. The reactants are: [CH2:1]([S:3]([N:6]1[C:18]2[CH2:17][CH2:16][CH:15]([CH:19]3[CH2:24][CH2:23][O:22][CH2:21][CH2:20]3)[CH2:14][C:13]=2[C:12]2[C:7]1=[CH:8][CH:9]=[C:10]([C:25]([OH:27])=O)[CH:11]=2)(=[O:5])=[O:4])[CH3:2].[NH:28]1[CH2:32][CH2:31][C@@H:30]([OH:33])[CH2:29]1.C(N(C(C)C)C(C)C)C.CN(C(ON1N=NC2C=CC=NC1=2)=[N+](C)C)C.F[P-](F)(F)(F)(F)F. (6) Given the product [CH3:1][N:19]1[C@H:18]([C:20]2[CH:27]=[CH:26][C:23]([C:24]#[N:25])=[CH:22][C:21]=2[S:28]([CH3:31])(=[O:30])=[O:29])[C:17]2[C:16](=[O:32])[CH2:15][CH2:14][CH2:13][C:12]=2[N:11]([C:33]2[CH:38]=[CH:37][CH:36]=[C:35]([C:39]([F:41])([F:42])[F:40])[CH:34]=2)[C:10]1=[O:9], predict the reactants needed to synthesize it. The reactants are: [CH:1]([N-]C(C)C)(C)C.[Li+].[O:9]=[C:10]1[NH:19][C@H:18]([C:20]2[CH:27]=[CH:26][C:23]([C:24]#[N:25])=[CH:22][C:21]=2[S:28]([CH3:31])(=[O:30])=[O:29])[C:17]2[C:16](=[O:32])[CH2:15][CH2:14][CH2:13][C:12]=2[N:11]1[C:33]1[CH:38]=[CH:37][CH:36]=[C:35]([C:39]([F:42])([F:41])[F:40])[CH:34]=1.CI.O. (7) Given the product [Cl:1][C:2]1[N:10]=[C:9]2[C:5]([N:6]=[CH:7][N:8]2[C@@H:11]2[O:16][C@:15]([CH3:19])([CH2:17][OH:18])[C@@H:13]([OH:14])[C@@H:12]2[F:20])=[C:4]([NH2:23])[N:3]=1, predict the reactants needed to synthesize it. The reactants are: [Cl:1][C:2]1[N:10]=[C:9]2[C:5]([N:6]=[CH:7][N:8]2[C@@H:11]2[O:16][C@:15]([CH3:19])([CH2:17][OH:18])[C@@H:13]([OH:14])[C@@H:12]2[F:20])=[C:4](OC)[N:3]=1.[NH3:23]. (8) Given the product [ClH:19].[CH3:17][S:14]([N:11]1[CH2:12][CH2:13][NH:8][CH2:9][C@@H:10]1[CH3:18])(=[O:15])=[O:16], predict the reactants needed to synthesize it. The reactants are: C(OC([N:8]1[CH2:13][CH2:12][N:11]([S:14]([CH3:17])(=[O:16])=[O:15])[C@@H:10]([CH3:18])[CH2:9]1)=O)(C)(C)C.[ClH:19]. (9) Given the product [O:49]=[C:24]1[CH2:25][CH2:63][C:61](=[O:62])[N:23]1[O:55][C:53](=[O:54])[CH2:52][CH2:11][C@H:10]([NH:23][C:24](=[O:49])[CH2:25][CH2:26][CH2:27][CH2:28][CH2:29][CH2:30][CH2:31][CH2:32][CH2:33][CH2:34][CH2:35][CH2:36][CH2:37][CH2:38][C:39]([OH:41])=[O:40])[C:9]([OH:50])=[O:8], predict the reactants needed to synthesize it. The reactants are: O=C1CCC(=O)N1[O:8][C:9](=[O:50])[C@@H:10]([NH:23][C:24](=[O:49])[CH2:25][CH2:26][CH2:27][CH2:28][CH2:29][CH2:30][CH2:31][CH2:32][CH2:33][CH2:34][CH2:35][CH2:36][CH2:37][CH2:38][C:39]([O:41]CC1C=CC=CC=1)=[O:40])[CH2:11]CC(OCC1C=CC=CC=1)=O.F[C:52](F)(F)[C:53]([OH:55])=[O:54].[H][H].C[C:61]([CH3:63])=[O:62].